Task: Token-level Classification. Given an antigen amino acid sequence, predict which amino acid positions are active epitope sites capable of antibody binding. Output is a list of indices for active positions.. Dataset: B-cell epitopes from IEDB database with 3,159 antigens for binding position prediction (1) Given the antigen sequence: MASQGTKRSYEQMETDGERQNATEIRASVGKMIGGIGRFYIQMCTELKLNDYEGRLIQNSLTIERMVLSAFDERRNKYLEEHPSAGKDPKKTGGPIYKRVDGKWVRELVLYDKEEIRRIWRQANNGDDATAGLTHIMIWHSNLNDTTYQRTRALVRTGMDPRMCSLMQGSTLPRRSGAAGAAVKGVGTMALELIRMIKRGINDRNFWRGENGRKTRIAYERMCNILKGKFQTAAQRAMMDQVRESRNPGNAEIEDLTFLARSALILRGSVAHKSCLPACVYGPAVASGYDFEKEGYSLVGIDPFKLLQTSQVYSLIRPNENPAHKSQLVWMACNSAAFGDLRVSSFIRGTRVLPRGKLSARGVQIASNENMDSIVSSTLELRSRYWAIRTRSGGNTNQQRASAGQISIQPTFSVQRNLPFGKTTIMAAFAGNAEGRTSDMRAEIIKMMESARPEEVSFQGRGVFELSDGRATNPIVPSFDMSNEGSYFFGDNAEEYDN, which amino acid positions are active epitope sites? The epitope positions are: [361, 362, 363, 364, 365, 366, 367, 368, 369, 370, 371, 372, 373, 374, 375, 376, 377, 378, 379, 380... (21 total positions)]. The amino acids at these positions are: GVQIASNENMDSIVSSTLELR. (2) Given the antigen sequence: MNKNILWITFFHFLFFLLDMYQGNDAIPSKEKKNDPEADSKNSQNQHDINKTHHTNNNYDLNIKDKDEKKRKNDNLINNYDYSLLKLSYNKNQDIYKNIQNGQKLKTDIILNSFVQINSSNILMDEIENYVKKYTESNRIMYLQFKYIYLQSLNITVSFVPPNSPFRSYYDKNLNKDINETCHSIQTLLNNLISSKIIFKMLETTKEQILLLWNNKKISQQNYNQENQEKSKMIDSENEKLEKYTNKFEHNIKPHIEDIEKKVNEYINNSDCHLTCSKYKTIINNYIDEIITTNTNIYENKYNLPQERIIKNYNHNGINNDDNFIEYNILNADPDLRSHFITLLVSRKQLIYIEYIYFINKHIVNKIQENFKLNQNKYIHFINSNNAVNAAKEYEYIIKYYTTFKYLQTLNKSLYDSIYKHKINNYSHNIEDLINQLQHKINNLMIISFDKNKSSDLMLQCTNIKKYTDDICLSIKPKALEVEYLRNINKHINKNEFLNK..., which amino acid positions are active epitope sites? The epitope positions are: [237, 238, 239, 240, 241, 242, 243, 244, 245, 246, 247, 248, 249, 250, 251, 252, 253, 254, 255]. The amino acids at these positions are: NEKLEKYTNKFEHNIKPHI.